Dataset: Peptide-MHC class I binding affinity with 185,985 pairs from IEDB/IMGT. Task: Regression. Given a peptide amino acid sequence and an MHC pseudo amino acid sequence, predict their binding affinity value. This is MHC class I binding data. (1) The peptide sequence is GEVQIVSTA. The MHC is Patr-B2401 with pseudo-sequence Patr-B2401. The binding affinity (normalized) is 0.0596. (2) The peptide sequence is AYDHGNVIL. The MHC is HLA-A02:19 with pseudo-sequence HLA-A02:19. The binding affinity (normalized) is 0.0847. (3) The peptide sequence is LKEKSSLRY. The MHC is HLA-A23:01 with pseudo-sequence HLA-A23:01. The binding affinity (normalized) is 0.0847. (4) The peptide sequence is YTVKYPNV. The MHC is H-2-Kb with pseudo-sequence H-2-Kb. The binding affinity (normalized) is 0.540. (5) The peptide sequence is KQINPPTVY. The MHC is HLA-A26:01 with pseudo-sequence HLA-A26:01. The binding affinity (normalized) is 0.0847. (6) The peptide sequence is KTPWDRFCK. The MHC is HLA-B27:05 with pseudo-sequence HLA-B27:05. The binding affinity (normalized) is 0.0847. (7) The peptide sequence is DEEAINLFH. The MHC is HLA-A26:01 with pseudo-sequence HLA-A26:01. The binding affinity (normalized) is 0.0847.